Task: Binary Classification. Given a drug SMILES string, predict its activity (active/inactive) in a high-throughput screening assay against a specified biological target.. Dataset: M1 muscarinic receptor agonist screen with 61,833 compounds (1) The compound is O=C(NCc1ncccc1)c1nnn(CCc2ccccc2)c1. The result is 0 (inactive). (2) The molecule is Brc1cc(S(=O)(=O)N2CCN(CC2)C)ccc1OC. The result is 0 (inactive). (3) The drug is Clc1ccc(S(=O)(=O)N2C(CCC2)C(=O)N2CCOCC2)cc1. The result is 0 (inactive). (4) The compound is O=C(c1c(nc(nc1NC(=O)C)c1ccccc1)C)C. The result is 0 (inactive). (5) The drug is O1CCN(CC1)c1ccc(NCc2ccc(C(C)C)cc2)cc1. The result is 0 (inactive). (6) The result is 0 (inactive). The compound is S(=O)(=O)(N1CCCCCC1)c1cc(ccc1)C(=O)Nc1c(C(=O)N2CCCC2)cccc1. (7) The compound is O=C(NCC1CCNCC1)c1ccncc1. The result is 0 (inactive).